This data is from Retrosynthesis with 50K atom-mapped reactions and 10 reaction types from USPTO. The task is: Predict the reactants needed to synthesize the given product. Given the product COc1c(C)c(Cc2ccc(O)c(C(=O)O)c2)c(OC)c(OC)c1OC, predict the reactants needed to synthesize it. The reactants are: COc1c(C)c(Cc2ccc(OCc3ccccc3)c(C(=O)O)c2)c(OC)c(OC)c1OC.